This data is from Peptide-MHC class II binding affinity with 134,281 pairs from IEDB. The task is: Regression. Given a peptide amino acid sequence and an MHC pseudo amino acid sequence, predict their binding affinity value. This is MHC class II binding data. (1) The peptide sequence is RWFHERGYVKLEGRV. The MHC is HLA-DQA10201-DQB10301 with pseudo-sequence HLA-DQA10201-DQB10301. The binding affinity (normalized) is 0.282. (2) The peptide sequence is AQMNQAFRNIVNMLH. The MHC is DRB1_0901 with pseudo-sequence DRB1_0901. The binding affinity (normalized) is 0.623.